Predict the product of the given reaction. From a dataset of Forward reaction prediction with 1.9M reactions from USPTO patents (1976-2016). (1) Given the reactants C(OC([N:8]1[CH2:13][CH2:12][N:11]([C:14]2[CH:19]=[CH:18][C:17]([NH:20][C:21]3[C:26]4[C:27](=[O:31])[NH:28][N:29]=[CH:30][C:25]=4[CH:24]=[C:23]([NH:32][C:33]4[CH:38]=[CH:37][C:36]([Cl:39])=[C:35]([Cl:40])[C:34]=4[Cl:41])[N:22]=3)=[C:16]([O:42][CH3:43])[CH:15]=2)[CH2:10][CH2:9]1)=O)(C)(C)C.FC(F)(F)C(O)=O, predict the reaction product. The product is: [CH3:43][O:42][C:16]1[CH:15]=[C:14]([N:11]2[CH2:12][CH2:13][NH:8][CH2:9][CH2:10]2)[CH:19]=[CH:18][C:17]=1[NH:20][C:21]1[C:26]2[C:27](=[O:31])[NH:28][N:29]=[CH:30][C:25]=2[CH:24]=[C:23]([NH:32][C:33]2[CH:38]=[CH:37][C:36]([Cl:39])=[C:35]([Cl:40])[C:34]=2[Cl:41])[N:22]=1. (2) Given the reactants [C:1]([N:6]1[CH:10]2[CH2:11][CH2:12][CH:7]1[CH:8]([C:13]([O:15]CC)=[O:14])[CH2:9]2)([O:3][CH2:4][CH3:5])=[O:2].C1COCC1.[Li+].[OH-], predict the reaction product. The product is: [C:1]([N:6]1[CH:10]2[CH2:11][CH2:12][CH:7]1[CH:8]([C:13]([OH:15])=[O:14])[CH2:9]2)([O:3][CH2:4][CH3:5])=[O:2]. (3) Given the reactants [H-].[Na+].Cl.[CH3:4][C:5]1([OH:11])[CH2:10][CH2:9][NH:8][CH2:7][CH2:6]1.C(N(CC)CC)C.[C:19](O[C:19]([O:21][C:22]([CH3:25])([CH3:24])[CH3:23])=[O:20])([O:21][C:22]([CH3:25])([CH3:24])[CH3:23])=[O:20], predict the reaction product. The product is: [OH:11][C:5]1([CH3:4])[CH2:10][CH2:9][N:8]([C:19]([O:21][C:22]([CH3:25])([CH3:24])[CH3:23])=[O:20])[CH2:7][CH2:6]1. (4) Given the reactants C(OC([N:8]1[CH2:12][C:11](=[N:13][O:14][CH3:15])[CH2:10][C@H:9]1[C:16]([OH:18])=O)=O)(C)(C)C.[C:19]1([C:29]2[CH:34]=[CH:33][CH:32]=[CH:31][CH:30]=2)[CH:24]=[CH:23][C:22]([S:25](Cl)(=[O:27])=[O:26])=[CH:21][CH:20]=1.[NH2:35][C@@H:36]1[C@H:41]2[CH2:42][C@H:38]([CH:39]=[CH:40]2)[C@@H:37]1[C:43]([NH2:45])=[O:44], predict the reaction product. The product is: [NH2:45][C:43]([C@H:37]1[C@@H:38]2[CH2:42][C@@H:41]([CH:40]=[CH:39]2)[C@H:36]1[NH:35][C:16]([C@@H:9]1[CH2:10][C:11](=[N:13][O:14][CH3:15])[CH2:12][N:8]1[S:25]([C:22]1[CH:23]=[CH:24][C:19]([C:29]2[CH:34]=[CH:33][CH:32]=[CH:31][CH:30]=2)=[CH:20][CH:21]=1)(=[O:27])=[O:26])=[O:18])=[O:44].